This data is from Catalyst prediction with 721,799 reactions and 888 catalyst types from USPTO. The task is: Predict which catalyst facilitates the given reaction. Reactant: [F:1][C:2]([F:19])([F:18])[C:3]1[CH:8]=[CH:7][C:6]([S:9]([N:12]2[CH2:17][CH2:16][NH:15][CH2:14][CH2:13]2)(=[O:11])=[O:10])=[CH:5][CH:4]=1.[N:20]1[CH:25]=[CH:24][CH:23]=[CH:22][C:21]=1[C:26]1[CH:27]=[N:28][C:29]([C:32](O)=[O:33])=[CH:30][CH:31]=1.C1C=CC2N(O)N=NC=2C=1.O.CN(C(ON1N=NC2C=CC=CC1=2)=[N+](C)C)C.F[P-](F)(F)(F)(F)F.CCN(C(C)C)C(C)C. Product: [F:19][C:2]([F:1])([F:18])[C:3]1[CH:4]=[CH:5][C:6]([S:9]([N:12]2[CH2:17][CH2:16][N:15]([C:32]([C:29]3[N:28]=[CH:27][C:26]([C:21]4[CH:22]=[CH:23][CH:24]=[CH:25][N:20]=4)=[CH:31][CH:30]=3)=[O:33])[CH2:14][CH2:13]2)(=[O:10])=[O:11])=[CH:7][CH:8]=1. The catalyst class is: 3.